From a dataset of Full USPTO retrosynthesis dataset with 1.9M reactions from patents (1976-2016). Predict the reactants needed to synthesize the given product. (1) Given the product [Si:3]([O:20][CH2:21][CH2:22][O:23][CH2:24][C@H:25]([O:30][C:32]1[N:37]=[CH:36][N:35]=[C:34]2[N:38]([C:41]3[C:46]([Cl:47])=[CH:45][CH:44]=[CH:43][N:42]=3)[N:39]=[CH:40][C:33]=12)[C:26]([O:28][CH3:29])=[O:27])([C:16]([CH3:19])([CH3:18])[CH3:17])([C:10]1[CH:15]=[CH:14][CH:13]=[CH:12][CH:11]=1)[C:4]1[CH:5]=[CH:6][CH:7]=[CH:8][CH:9]=1, predict the reactants needed to synthesize it. The reactants are: [H-].[Na+].[Si:3]([O:20][CH2:21][CH2:22][O:23][CH2:24][C@H:25]([OH:30])[C:26]([O:28][CH3:29])=[O:27])([C:16]([CH3:19])([CH3:18])[CH3:17])([C:10]1[CH:15]=[CH:14][CH:13]=[CH:12][CH:11]=1)[C:4]1[CH:9]=[CH:8][CH:7]=[CH:6][CH:5]=1.Cl[C:32]1[N:37]=[CH:36][N:35]=[C:34]2[N:38]([C:41]3[C:46]([Cl:47])=[CH:45][CH:44]=[CH:43][N:42]=3)[N:39]=[CH:40][C:33]=12. (2) Given the product [Cl:24][C:21]1[CH:22]=[CH:23][C:18]([O:17][C@@H:15]([CH3:16])[CH2:14][CH2:13][O:12][C:9]2[CH:10]=[CH:11][C:6]([CH2:5][CH2:4][C:3]([OH:33])=[O:2])=[C:7]([CH3:32])[CH:8]=2)=[C:19]([C:25]2[CH:30]=[CH:29][CH:28]=[CH:27][C:26]=2[F:31])[CH:20]=1, predict the reactants needed to synthesize it. The reactants are: C[O:2][C:3](=[O:33])[CH2:4][CH2:5][C:6]1[CH:11]=[CH:10][C:9]([O:12][CH2:13][CH2:14][C@@H:15]([O:17][C:18]2[CH:23]=[CH:22][C:21]([Cl:24])=[CH:20][C:19]=2[C:25]2[CH:30]=[CH:29][CH:28]=[CH:27][C:26]=2[F:31])[CH3:16])=[CH:8][C:7]=1[CH3:32].[OH-].[Na+].Cl. (3) Given the product [OH:27][C@@H:24]1[CH2:25][CH2:26][N:22]([C:21]2[CH:20]=[CH:19][C:4]([C:5]([NH:7][C:8]3[CH:13]=[CH:12][C:11]([O:14][C:15]([F:18])([F:17])[F:16])=[CH:10][CH:9]=3)=[O:6])=[CH:3][C:2]=2[C:32]2[CH:33]=[N:28][CH:29]=[N:30][CH:31]=2)[CH2:23]1, predict the reactants needed to synthesize it. The reactants are: Br[C:2]1[CH:3]=[C:4]([CH:19]=[CH:20][C:21]=1[N:22]1[CH2:26][CH2:25][C@@H:24]([OH:27])[CH2:23]1)[C:5]([NH:7][C:8]1[CH:13]=[CH:12][C:11]([O:14][C:15]([F:18])([F:17])[F:16])=[CH:10][CH:9]=1)=[O:6].[N:28]1[CH:33]=[C:32](B(O)O)[CH:31]=[N:30][CH:29]=1.C([O-])([O-])=O.[Na+].[Na+].COCCOC. (4) Given the product [N:36]([CH2:19][C@@H:17]1[O:16][C:15](=[O:25])[N:14]([C:10]2[CH:11]=[C:12]3[C:7](=[CH:8][CH:9]=2)[N:6]([C:26]([O:28][CH2:29][C:30]2[CH:31]=[CH:32][CH:33]=[CH:34][CH:35]=2)=[O:27])[CH:5]([C:2]([CH3:4])([CH3:3])[CH3:1])[CH2:13]3)[CH2:18]1)=[N+:37]=[N-:38], predict the reactants needed to synthesize it. The reactants are: [CH3:1][C:2]([CH:5]1[CH2:13][C:12]2[C:7](=[CH:8][CH:9]=[C:10]([N:14]3[CH2:18][C@H:17]([CH2:19]OS(C)(=O)=O)[O:16][C:15]3=[O:25])[CH:11]=2)[N:6]1[C:26]([O:28][CH2:29][C:30]1[CH:35]=[CH:34][CH:33]=[CH:32][CH:31]=1)=[O:27])([CH3:4])[CH3:3].[N-:36]=[N+:37]=[N-:38].[Na+]. (5) Given the product [NH2:1][C:2]1([C:15]([O:17][CH2:22][CH3:23])=[O:16])[CH2:3][CH2:4][N:5]([CH2:8][C:9]2[CH:10]=[CH:11][CH:12]=[CH:13][CH:14]=2)[CH2:6][CH2:7]1, predict the reactants needed to synthesize it. The reactants are: [NH2:1][C:2]1([C:15]([OH:17])=[O:16])[CH2:7][CH2:6][N:5]([CH2:8][C:9]2[CH:14]=[CH:13][CH:12]=[CH:11][CH:10]=2)[CH2:4][CH2:3]1.O=S(Cl)Cl.[CH3:22][CH2:23]O.